This data is from Forward reaction prediction with 1.9M reactions from USPTO patents (1976-2016). The task is: Predict the product of the given reaction. (1) The product is: [CH2:29]([O:18][CH2:17][C:15]1[CH:14]=[CH:13][C:12]2[N:11]([N:10]=[C:9]([C:19]3[CH:24]=[CH:23][CH:22]=[C:21]([CH3:25])[N:20]=3)[C:8]=2[C:5]2[CH:4]=[CH:3][C:2]([F:1])=[CH:7][CH:6]=2)[CH:16]=1)[CH:28]=[CH2:27]. Given the reactants [F:1][C:2]1[CH:7]=[CH:6][C:5]([C:8]2[C:9]([C:19]3[CH:24]=[CH:23][CH:22]=[C:21]([CH3:25])[N:20]=3)=[N:10][N:11]3[CH:16]=[C:15]([CH2:17][OH:18])[CH:14]=[CH:13][C:12]=23)=[CH:4][CH:3]=1.Br[CH2:27][CH2:28][CH2:29]Cl.C(=O)([O-])[O-].[Cs+].[Cs+], predict the reaction product. (2) Given the reactants Br[C:2]1[CH:7]=[CH:6][CH:5]=[CH:4][C:3]=1[C:8]([F:11])([F:10])[F:9].[NH:12]1[CH2:17][CH2:16][NH:15][CH2:14][CH2:13]1.CC(C)([O-])C.[Na+], predict the reaction product. The product is: [F:9][C:8]([F:11])([F:10])[C:3]1[CH:4]=[CH:5][C:6]([N:12]2[CH2:17][CH2:16][NH:15][CH2:14][CH2:13]2)=[CH:7][CH:2]=1. (3) Given the reactants [C:1]([O:5][C:6]([NH:8][CH2:9][C:10](=[O:17])[CH2:11][C:12]([O:14][CH2:15][CH3:16])=[O:13])=[O:7])([CH3:4])([CH3:3])[CH3:2].C(NC1(C(O)=O)CC1)(O[C:21](C)(C)[CH3:22])=O, predict the reaction product. The product is: [C:1]([O:5][C:6]([NH:8][C:9]1([C:10](=[O:17])[CH2:11][C:12]([O:14][CH2:15][CH3:16])=[O:13])[CH2:22][CH2:21]1)=[O:7])([CH3:3])([CH3:4])[CH3:2]. (4) Given the reactants [Cl:1][C:2]1[CH:3]=[C:4]([CH:8]=[CH:9][C:10]=1[OH:11])[C:5]([OH:7])=O.[NH:12]1[CH2:17][CH2:16][CH2:15][C@@H:14]2[C:18]3[CH:19]=[CH:20][CH:21]=[CH:22][C:23]=3[CH2:24][C@H:13]12.F[P-](F)(F)(F)(F)F.N1(OC(N(C)C)=[N+](C)C)C2N=CC=CC=2N=N1, predict the reaction product. The product is: [Cl:1][C:2]1[CH:3]=[C:4]([C:5]([N:12]2[CH2:17][CH2:16][CH2:15][C@@H:14]3[C:18]4[CH:19]=[CH:20][CH:21]=[CH:22][C:23]=4[CH2:24][C@H:13]23)=[O:7])[CH:8]=[CH:9][C:10]=1[OH:11].